Dataset: NCI-60 drug combinations with 297,098 pairs across 59 cell lines. Task: Regression. Given two drug SMILES strings and cell line genomic features, predict the synergy score measuring deviation from expected non-interaction effect. (1) Drug 1: CS(=O)(=O)CCNCC1=CC=C(O1)C2=CC3=C(C=C2)N=CN=C3NC4=CC(=C(C=C4)OCC5=CC(=CC=C5)F)Cl. Drug 2: C1CN1C2=NC(=NC(=N2)N3CC3)N4CC4. Cell line: UO-31. Synergy scores: CSS=26.8, Synergy_ZIP=-5.82, Synergy_Bliss=1.19, Synergy_Loewe=-2.28, Synergy_HSA=0.485. (2) Drug 1: CN1C2=C(C=C(C=C2)N(CCCl)CCCl)N=C1CCCC(=O)O.Cl. Drug 2: B(C(CC(C)C)NC(=O)C(CC1=CC=CC=C1)NC(=O)C2=NC=CN=C2)(O)O. Cell line: HL-60(TB). Synergy scores: CSS=28.6, Synergy_ZIP=0.0125, Synergy_Bliss=-1.72, Synergy_Loewe=-66.5, Synergy_HSA=-2.34. (3) Drug 1: CC1C(C(CC(O1)OC2CC(CC3=C2C(=C4C(=C3O)C(=O)C5=C(C4=O)C(=CC=C5)OC)O)(C(=O)CO)O)N)O.Cl. Drug 2: C1CNP(=O)(OC1)N(CCCl)CCCl. Cell line: RPMI-8226. Synergy scores: CSS=10.8, Synergy_ZIP=-5.49, Synergy_Bliss=-0.782, Synergy_Loewe=-4.14, Synergy_HSA=-0.181. (4) Drug 1: C1=CC(=CC=C1CCC2=CNC3=C2C(=O)NC(=N3)N)C(=O)NC(CCC(=O)O)C(=O)O. Drug 2: CCN(CC)CCCC(C)NC1=C2C=C(C=CC2=NC3=C1C=CC(=C3)Cl)OC. Cell line: NCI-H226. Synergy scores: CSS=27.5, Synergy_ZIP=-0.976, Synergy_Bliss=5.59, Synergy_Loewe=6.59, Synergy_HSA=6.77. (5) Drug 1: CNC(=O)C1=CC=CC=C1SC2=CC3=C(C=C2)C(=NN3)C=CC4=CC=CC=N4. Drug 2: C1CN(P(=O)(OC1)NCCCl)CCCl. Cell line: SNB-19. Synergy scores: CSS=5.77, Synergy_ZIP=-0.897, Synergy_Bliss=3.00, Synergy_Loewe=-0.207, Synergy_HSA=2.32.